Task: Predict which catalyst facilitates the given reaction.. Dataset: Catalyst prediction with 721,799 reactions and 888 catalyst types from USPTO (1) Reactant: Br[C:2]1[S:6][C:5]2=[N:7][CH:8]=[CH:9][N:4]2[N:3]=1.[F:10][C:11]1[CH:16]=[CH:15][C:14]([OH:17])=[CH:13][CH:12]=1. Product: [F:10][C:11]1[CH:16]=[CH:15][C:14]([O:17][C:2]2[S:6][C:5]3=[N:7][CH:8]=[CH:9][N:4]3[N:3]=2)=[CH:13][CH:12]=1. The catalyst class is: 4. (2) Reactant: [N+:1]([C:4]1[CH:5]=[C:6]([OH:10])[CH:7]=[CH:8][CH:9]=1)([O-:3])=[O:2].Cl.[Cl:12][CH2:13][CH2:14][N:15]([CH2:19][CH2:20]Cl)[CH2:16][CH2:17][Cl:18].[F-].[K+].C([O-])([O-])=O.[K+].[K+]. Product: [Cl:12][CH2:13][CH2:14][N:15]([CH2:16][CH2:17][Cl:18])[CH2:19][CH2:20][O:10][C:6]1[CH:7]=[CH:8][CH:9]=[C:4]([N+:1]([O-:3])=[O:2])[CH:5]=1. The catalyst class is: 21. (3) Reactant: C[Si]([N-][Si](C)(C)C)(C)C.[Na+].[Cl-].[CH3:12][O:13][CH2:14][P+](C1C=CC=CC=1)(C1C=CC=CC=1)C1C=CC=CC=1.N#N.[CH2:36]([O:43][C:44]([CH:46]1[CH2:51][CH2:50][CH:49]([CH:52]=O)[CH2:48][CH2:47]1)=[O:45])[C:37]1[CH:42]=[CH:41][CH:40]=[CH:39][CH:38]=1. Product: [CH2:36]([O:43][C:44]([CH:46]1[CH2:47][CH2:48][CH:49]([CH:52]=[CH:12][O:13][CH3:14])[CH2:50][CH2:51]1)=[O:45])[C:37]1[CH:38]=[CH:39][CH:40]=[CH:41][CH:42]=1. The catalyst class is: 7. (4) Reactant: [NH2:1][CH2:2][CH2:3][N:4]1[C:9]2[N:10]=[C:11]([S:14][CH3:15])[N:12]=[CH:13][C:8]=2[CH:7]=[C:6]([C:16]2[C:21]([Cl:22])=[C:20]([O:23][CH3:24])[CH:19]=[C:18]([O:25][CH3:26])[C:17]=2[Cl:27])[C:5]1=[O:28].O=[C:30]1[CH2:33][N:32]([C:34]([O:36][C:37]([CH3:40])([CH3:39])[CH3:38])=[O:35])[CH2:31]1.[BH3-]C#N.[Na+]. Product: [Cl:22][C:21]1[C:20]([O:23][CH3:24])=[CH:19][C:18]([O:25][CH3:26])=[C:17]([Cl:27])[C:16]=1[C:6]1[C:5](=[O:28])[N:4]([CH2:3][CH2:2][NH:1][CH:30]2[CH2:31][N:32]([C:34]([O:36][C:37]([CH3:40])([CH3:39])[CH3:38])=[O:35])[CH2:33]2)[C:9]2[N:10]=[C:11]([S:14][CH3:15])[N:12]=[CH:13][C:8]=2[CH:7]=1. The catalyst class is: 2. (5) Reactant: [C:1]([O:5][C:6]([N:8]1[CH2:12][C@@H:11]([C:13]2[CH:18]=[CH:17][CH:16]=[CH:15][CH:14]=2)[C@@H:10](C(O)=O)[CH2:9]1)=[O:7])([CH3:4])([CH3:3])[CH3:2].C(N(CC)CC)C.ClC(OCC(C)C)=O.SC1C=CC=C[N+]=1[O-].CC(C)CS.O1CCCC1. Product: [C:1]([O:5][C:6]([N:8]1[CH2:9][CH2:10][C@H:11]([C:13]2[CH:18]=[CH:17][CH:16]=[CH:15][CH:14]=2)[CH2:12]1)=[O:7])([CH3:4])([CH3:2])[CH3:3]. The catalyst class is: 7.